Dataset: Reaction yield outcomes from USPTO patents with 853,638 reactions. Task: Predict the reaction yield, written as a fraction of the theoretical maximum amount of product (1.0 means a 100% yield; for example, 0.34 means a 34% yield). The reactants are [CH3:1][Mg]Br.[CH3:4][O:5][CH2:6][C:7]1([C:20](N(OC)C)=[O:21])[CH2:12][CH2:11][N:10]([C:13]([O:15][C:16]([CH3:19])([CH3:18])[CH3:17])=[O:14])[CH2:9][CH2:8]1. The catalyst is O1CCCC1. The product is [C:20]([C:7]1([CH2:6][O:5][CH3:4])[CH2:8][CH2:9][N:10]([C:13]([O:15][C:16]([CH3:17])([CH3:18])[CH3:19])=[O:14])[CH2:11][CH2:12]1)(=[O:21])[CH3:1]. The yield is 0.800.